This data is from Full USPTO retrosynthesis dataset with 1.9M reactions from patents (1976-2016). The task is: Predict the reactants needed to synthesize the given product. (1) Given the product [Cl:20][C:6]1[CH:5]=[N:4][CH:3]=[C:2]([Cl:1])[C:7]=1[S:8][C:9]1[S:13][C:12]([C:14]([NH:28][CH2:27][CH2:26][C:22]2[S:21][CH:25]=[CH:24][CH:23]=2)=[O:16])=[CH:11][C:10]=1[N+:17]([O-:19])=[O:18], predict the reactants needed to synthesize it. The reactants are: [Cl:1][C:2]1[CH:3]=[N:4][CH:5]=[C:6]([Cl:20])[C:7]=1[S:8][C:9]1[S:13][C:12]([C:14]([OH:16])=O)=[CH:11][C:10]=1[N+:17]([O-:19])=[O:18].[S:21]1[CH:25]=[CH:24][CH:23]=[C:22]1[CH2:26][CH2:27][NH2:28]. (2) Given the product [CH3:94][C@H:92]1[CH2:91][N:90]([CH2:95][C:96]([NH:1][C@:2]23[CH2:37][CH2:36][C@@H:35]([C:38]([CH3:40])=[CH2:39])[C@@H:3]2[C@@H:4]2[C@@:17]([CH3:20])([CH2:18][CH2:19]3)[C@@:16]3([CH3:21])[C@@H:7]([C@:8]4([CH3:34])[C@@H:13]([CH2:14][CH2:15]3)[C:12]([CH3:23])([CH3:22])[C:11]([C:24]3[CH:25]=[CH:26][C:27]([C:28]([OH:30])=[O:29])=[CH:32][CH:33]=3)=[CH:10][CH2:9]4)[CH2:6][CH2:5]2)=[O:98])[CH2:89][C@@H:88]([CH3:87])[O:93]1, predict the reactants needed to synthesize it. The reactants are: [NH2:1][C@:2]12[CH2:37][CH2:36][C@@H:35]([C:38]([CH3:40])=[CH2:39])[C@@H:3]1[C@@H:4]1[C@@:17]([CH3:20])([CH2:18][CH2:19]2)[C@@:16]2([CH3:21])[C@@H:7]([C@:8]3([CH3:34])[C@@H:13]([CH2:14][CH2:15]2)[C:12]([CH3:23])([CH3:22])[C:11]([C:24]2[CH:33]=[CH:32][C:27]([C:28]([O:30]C)=[O:29])=[CH:26][CH:25]=2)=[CH:10][CH2:9]3)[CH2:6][CH2:5]1.CN(C)CCC(N[C@]12CC[C@@H](C(C)=C)[C@@H]1[C@@H]1[C@@](C)(CC2)[C@@]2(C)[C@@H]([C@]3(C)[C@@H](CC2)C(C)(C)C(C2C=CC(C(O)=O)=CC=2)=CC3)CC1)=O.[CH3:87][C@H:88]1[O:93][C@@H:92]([CH3:94])[CH2:91][N:90]([CH2:95][C:96]([OH:98])=O)[CH2:89]1. (3) Given the product [CH3:36][C:30]([CH3:35])([CH2:29][O:28][C:27]1[CH:26]=[CH:25][C:24]([C:21]2[CH:20]=[CH:19][C:18]([C:17]3[NH:16][C:7]([C:3]4([C:2]([F:11])([F:10])[F:1])[CH2:6][CH2:5][CH2:4]4)=[CH:12][N:39]=3)=[CH:23][N:22]=2)=[CH:38][CH:37]=1)[C:31]([O:33][CH3:34])=[O:32], predict the reactants needed to synthesize it. The reactants are: [F:1][C:2]([F:11])([F:10])[C:3]1([C:7](O)=O)[CH2:6][CH2:5][CH2:4]1.[C:12](O)(=O)C.[NH2:16][C:17](=[NH:39])[C:18]1[CH:19]=[CH:20][C:21]([C:24]2[CH:38]=[CH:37][C:27]([O:28][CH2:29][C:30]([CH3:36])([CH3:35])[C:31]([O:33][CH3:34])=[O:32])=[CH:26][CH:25]=2)=[N:22][CH:23]=1. (4) Given the product [CH3:1][C:2]1[CH:9]=[CH:8][C:7]([CH3:10])=[CH:6][C:3]=1[CH2:4][C:11]([OH:16])=[O:18], predict the reactants needed to synthesize it. The reactants are: [CH3:1][C:2]1[CH:9]=[CH:8][C:7]([CH3:10])=[CH:6][C:3]=1[CH2:4]Cl.[C:11]([OH:16])(CC)(C)C.[C]=[O:18].[OH-].[Na+].Cl. (5) The reactants are: [N:1]1[CH:6]=[CH:5][CH:4]=[CH:3][C:2]=1[C@@:7]1([CH2:17][CH2:18][NH2:19])[CH2:16][C:11]2([CH2:15][CH2:14][CH2:13][CH2:12]2)[O:10][CH2:9][CH2:8]1.C(NCC[C@]1(C2C=CC(F)=CC=2)CC2(CCCC2)OCC1)C1C=CC=CC=1.Br[CH2:48][C:49]1[S:50][CH:51]=[CH:52][C:53]=1[CH2:54]Br.C([O-])([O-])=O.[K+].[K+]. Given the product [S:50]1[C:49]2[CH2:48][N:19]([CH2:18][CH2:17][C@:7]3([C:2]4[CH:3]=[CH:4][CH:5]=[CH:6][N:1]=4)[CH2:16][C:11]4([CH2:15][CH2:14][CH2:13][CH2:12]4)[O:10][CH2:9][CH2:8]3)[CH2:54][C:53]=2[CH:52]=[CH:51]1, predict the reactants needed to synthesize it. (6) Given the product [OH:8][CH:9]([CH2:20][O:21][C:22]1[CH:27]=[CH:26][CH:25]=[C:24]([C:28]2[N:33]=[C:32]([C:43]#[C:44][CH3:45])[C:31]([CH3:35])=[C:30]([NH:36][CH:37]3[CH2:38][CH2:39][O:40][CH2:41][CH2:42]3)[N:29]=2)[CH:23]=1)[CH2:10][N:11]([CH3:19])[C:12](=[O:18])[O:13][C:14]([CH3:15])([CH3:16])[CH3:17], predict the reactants needed to synthesize it. The reactants are: [Si]([O:8][CH:9]([CH2:20][O:21][C:22]1[CH:27]=[CH:26][CH:25]=[C:24]([C:28]2[N:33]=[C:32](Cl)[C:31]([CH3:35])=[C:30]([NH:36][CH:37]3[CH2:42][CH2:41][O:40][CH2:39][CH2:38]3)[N:29]=2)[CH:23]=1)[CH2:10][N:11]([CH3:19])[C:12](=[O:18])[O:13][C:14]([CH3:17])([CH3:16])[CH3:15])(C(C)(C)C)(C)C.[CH3:43][CH:44](C1C=C(C(C)C)C(C2C=CC=CC=2P(C2CCCCC2)C2CCCCC2)=C(C(C)C)C=1)[CH3:45].C[Si](C)(C)C#CC.CCCC[N+](CCCC)(CCCC)CCCC.[F-]. (7) Given the product [Br:37][C:38]1[CH:39]=[C:40]([C:8]2[N:12]([C:13]3[CH:18]=[CH:17][CH:16]=[CH:15][CH:14]=3)[C:11]3[CH:19]=[CH:20][CH:21]=[CH:22][C:10]=3[N:9]=2)[CH:41]=[CH:44][CH:45]=1, predict the reactants needed to synthesize it. The reactants are: BrC1C=CC([C:8]2[N:12]([C:13]3[CH:18]=[CH:17][CH:16]=[CH:15][CH:14]=3)[C:11]3[CH:19]=[CH:20][CH:21]=[CH:22][C:10]=3[N:9]=2)=CC=1.C1(NC2C=CC=CC=2N)C=CC=CC=1.[Br:37][C:38]1[CH:45]=[CH:44][C:41](C=O)=[CH:40][CH:39]=1. (8) Given the product [Br:7][C:8]1[CH:9]=[C:10]2[C:15](=[CH:16][CH:17]=1)[N:14]=[CH:13][N:12]=[C:11]2[O:4][CH:2]([CH3:3])[CH3:1], predict the reactants needed to synthesize it. The reactants are: [CH3:1][C:2](C)([O-:4])[CH3:3].[K+].[Br:7][C:8]1[CH:9]=[C:10]2[C:15](=[CH:16][CH:17]=1)[N:14]=[CH:13][N:12]=[C:11]2Cl.CC(O)C.